Task: Predict which catalyst facilitates the given reaction.. Dataset: Catalyst prediction with 721,799 reactions and 888 catalyst types from USPTO Reactant: Br[C:2]1[CH:7]=[CH:6][C:5]([S:8]([N:11]([C:13]([CH3:16])([CH3:15])[CH3:14])[CH3:12])(=[O:10])=[O:9])=[CH:4][CH:3]=1.[CH3:17][O:18][C:19](=[O:35])[C:20]1[CH:25]=[CH:24][C:23](B2OC(C)(C)C(C)(C)O2)=[CH:22][CH:21]=1.C1(P(C2CCCCC2)C2CCCCC2)CCCCC1.[F-].[Cs+]. Product: [CH3:17][O:18][C:19]([C:20]1[CH:25]=[CH:24][C:23]([C:2]2[CH:7]=[CH:6][C:5]([S:8](=[O:10])(=[O:9])[N:11]([C:13]([CH3:16])([CH3:15])[CH3:14])[CH3:12])=[CH:4][CH:3]=2)=[CH:22][CH:21]=1)=[O:35]. The catalyst class is: 318.